This data is from Reaction yield outcomes from USPTO patents with 853,638 reactions. The task is: Predict the reaction yield, written as a fraction of the theoretical maximum amount of product (1.0 means a 100% yield; for example, 0.34 means a 34% yield). The reactants are [N:1]1([CH:7]2[CH2:12][CH2:11][N:10]([C:13](=[O:54])[CH:14]([NH:34][C:35]([N:37]3[CH2:42][CH2:41][CH:40]([N:43]4[CH2:52][C:51]5[C:46](=[CH:47][CH:48]=[CH:49][CH:50]=5)[NH:45][C:44]4=[O:53])[CH2:39][CH2:38]3)=[O:36])[CH2:15][C:16]3[CH:17]=[C:18]4[C:22](=[CH:23][CH:24]=3)[N:21](S(CC[Si](C)(C)C)(=O)=O)[CH:20]=[CH:19]4)[CH2:9][CH2:8]2)[CH2:6][CH2:5][CH2:4][CH2:3][CH2:2]1.[F-].[Cs+]. The catalyst is C(#N)C. The product is [N:1]1([CH:7]2[CH2:12][CH2:11][N:10]([C:13](=[O:54])[CH:14]([NH:34][C:35]([N:37]3[CH2:42][CH2:41][CH:40]([N:43]4[CH2:52][C:51]5[C:46](=[CH:47][CH:48]=[CH:49][CH:50]=5)[NH:45][C:44]4=[O:53])[CH2:39][CH2:38]3)=[O:36])[CH2:15][C:16]3[CH:17]=[C:18]4[C:22](=[CH:23][CH:24]=3)[NH:21][CH:20]=[CH:19]4)[CH2:9][CH2:8]2)[CH2:2][CH2:3][CH2:4][CH2:5][CH2:6]1. The yield is 0.700.